Dataset: Full USPTO retrosynthesis dataset with 1.9M reactions from patents (1976-2016). Task: Predict the reactants needed to synthesize the given product. (1) Given the product [NH2:11][C:12]1[C:21]([C:5]2[CH:6]=[CH:7][C:2]([Cl:1])=[CH:3][CH:4]=2)=[N:20][C:19]([Br:23])=[CH:18][C:13]=1[C:14]([O:16][CH3:17])=[O:15], predict the reactants needed to synthesize it. The reactants are: [Cl:1][C:2]1[CH:7]=[CH:6][C:5](B(O)O)=[CH:4][CH:3]=1.[NH2:11][C:12]1[C:21](Br)=[N:20][C:19]([Br:23])=[CH:18][C:13]=1[C:14]([O:16][CH3:17])=[O:15].C(=O)([O-])[O-].[Na+].[Na+]. (2) Given the product [CH2:14]([NH:17][CH2:18][CH2:19][O:20][C:21]([N:23]1[CH2:28][CH2:27][N:26]([CH2:2][C:3]2[CH:12]=[CH:11][C:10]([OH:13])=[C:9]3[C:4]=2[CH:5]=[CH:6][CH:7]=[N:8]3)[CH2:25][CH2:24]1)=[O:22])[C:15]#[CH:16], predict the reactants needed to synthesize it. The reactants are: Cl[CH2:2][C:3]1[CH:12]=[CH:11][C:10]([OH:13])=[C:9]2[C:4]=1[CH:5]=[CH:6][CH:7]=[N:8]2.[CH2:14]([NH:17][CH2:18][CH2:19][O:20][C:21]([N:23]1[CH2:28][CH2:27][NH:26][CH2:25][CH2:24]1)=[O:22])[C:15]#[CH:16]. (3) Given the product [CH:47]([N:46]([CH:50]([CH3:52])[CH3:51])[CH2:45][CH2:44][CH:22]([C:27]1[CH:26]=[CH:25][CH:24]=[CH:23][CH:28]=1)[O:21][C:18]1[CH:17]=[CH:16][C:15]([CH3:14])=[CH:20][CH:19]=1)([CH3:49])[CH3:48], predict the reactants needed to synthesize it. The reactants are: [C:23]1([CH3:28])[CH:24]=[CH:25][CH:26]=[CH:27][C:22]=1[O:21][C:18]1[CH:17]=[CH:16][C:15]([CH2:14]O[CH2:14][C:15]2[CH:20]=[CH:19][C:18]([O:21][C:22]3[CH:27]=[CH:26][CH:25]=[CH:24][C:23]=3[CH3:28])=[CH:17][CH:16]=2)=[CH:20][CH:19]=1.NCCCCN.C([Li])CCC.Cl[CH2:44][CH2:45][N:46]([CH:50]([CH3:52])[CH3:51])[CH:47]([CH3:49])[CH3:48].[Cl-].[NH4+].